Dataset: Reaction yield outcomes from USPTO patents with 853,638 reactions. Task: Predict the reaction yield, written as a fraction of the theoretical maximum amount of product (1.0 means a 100% yield; for example, 0.34 means a 34% yield). (1) The reactants are Cl.[Cl:2][C:3]1[CH:8]=[CH:7][C:6]([C:9]2[CH:14]=[CH:13][CH:12]=[C:11]([CH2:15][NH2:16])[CH:10]=2)=[CH:5][CH:4]=1.[F:17][C:18]1[CH:25]=[CH:24][C:21]([CH:22]=O)=[CH:20][CH:19]=1.C(O[BH-](OC(=O)C)OC(=O)C)(=O)C.[Na+]. The catalyst is C(Cl)Cl.CC(O)C. The product is [Cl:2][C:3]1[CH:4]=[CH:5][C:6]([C:9]2[CH:14]=[CH:13][CH:12]=[C:11]([CH2:15][NH:16][CH2:22][C:21]3[CH:24]=[CH:25][C:18]([F:17])=[CH:19][CH:20]=3)[CH:10]=2)=[CH:7][CH:8]=1. The yield is 0.730. (2) The reactants are [Si:1](Cl)([C:4]([CH3:7])([CH3:6])[CH3:5])([CH3:3])[CH3:2].N1C=CN=C1.[Cl:14][C:15]1[CH:16]=[C:17]([CH:21]([OH:24])[CH:22]=[CH2:23])[CH:18]=[CH:19][CH:20]=1. No catalyst specified. The product is [C:4]([Si:1]([O:24][CH:21]([C:17]1[CH:18]=[CH:19][CH:20]=[C:15]([Cl:14])[CH:16]=1)[CH:22]=[CH2:23])([CH3:3])[CH3:2])([CH3:7])([CH3:6])[CH3:5]. The yield is 0.460. (3) The reactants are [CH3:1][C:2]1[O:6][N:5]=[C:4]([C:7]2[CH:12]=[CH:11][CH:10]=[CH:9][CH:8]=2)[C:3]=1[C:13]1[CH:14]=[C:15]([NH2:19])[CH:16]=[CH:17][CH:18]=1.[C:20](O[C:20]([O:22][C:23]([CH3:26])([CH3:25])[CH3:24])=[O:21])([O:22][C:23]([CH3:26])([CH3:25])[CH3:24])=[O:21].C(O)(=O)CC(CC(O)=O)(C(O)=O)O. The catalyst is O1CCOCC1. The product is [C:23]([O:22][C:20](=[O:21])[NH:19][C:15]1[CH:16]=[CH:17][CH:18]=[C:13]([C:3]2[C:4]([C:7]3[CH:8]=[CH:9][CH:10]=[CH:11][CH:12]=3)=[N:5][O:6][C:2]=2[CH3:1])[CH:14]=1)([CH3:26])([CH3:25])[CH3:24]. The yield is 0.820. (4) The reactants are [CH3:1][Si:2]([CH3:10])([CH3:9])[O:3][C:4]([CH3:8])([C:6]#[CH:7])[CH3:5].[Li]CCCC.CON(C)[C:19](=[O:26])[C:20]1[CH:25]=[CH:24][N:23]=[CH:22][CH:21]=1. The catalyst is C1COCC1. The product is [CH3:5][C:4]([O:3][Si:2]([CH3:10])([CH3:9])[CH3:1])([CH3:8])[C:6]#[C:7][C:19]([C:20]1[CH:25]=[CH:24][N:23]=[CH:22][CH:21]=1)=[O:26]. The yield is 0.270. (5) The reactants are [CH3:1][O:2][C:3]1[CH:11]=[C:10]2[C:6]([CH:7]=[N:8][NH:9]2)=[CH:5][C:4]=1[NH:12][C:13]1[C:14]2[C:21]3[CH2:22][CH2:23][C@:24]([CH3:31])([C:26]([O:28]CC)=[O:27])[CH2:25][C:20]=3[S:19][C:15]=2[N:16]=[CH:17][N:18]=1.O1CCCC1.[OH-].[Li+].Cl. The catalyst is CO. The product is [CH3:1][O:2][C:3]1[CH:11]=[C:10]2[C:6]([CH:7]=[N:8][NH:9]2)=[CH:5][C:4]=1[NH:12][C:13]1[C:14]2[C:21]3[CH2:22][CH2:23][C:24]([CH3:31])([C:26]([OH:28])=[O:27])[CH2:25][C:20]=3[S:19][C:15]=2[N:16]=[CH:17][N:18]=1. The yield is 0.910. (6) The reactants are [F:1][CH:2]([C:8]1[CH:13]=[CH:12][C:11](=[O:14])[N:10]([CH3:15])[N:9]=1)[C:3]([O:5][CH2:6][CH3:7])=[O:4].C[Si](C)(C)[N-][Si](C)(C)C.[Li+].[B-](F)(F)(F)[F:27].[B-](F)(F)(F)F.C1[N+]2(CCl)CC[N+](F)(CC2)C1. The catalyst is O1CCCC1.CN(C)C=O. The product is [F:1][C:2]([F:27])([C:8]1[CH:13]=[CH:12][C:11](=[O:14])[N:10]([CH3:15])[N:9]=1)[C:3]([O:5][CH2:6][CH3:7])=[O:4]. The yield is 0.360.